The task is: Predict the product of the given reaction.. This data is from Forward reaction prediction with 1.9M reactions from USPTO patents (1976-2016). (1) Given the reactants [F:1][C:2]1[CH:7]=[CH:6][C:5]([C:8]2[N:12]=[C:11]([C:13]3[CH:18]=[CH:17][C:16]([F:19])=[CH:15][CH:14]=3)[N:10]([CH2:20][C:21]([OH:23])=O)[N:9]=2)=[CH:4][CH:3]=1.CN(C(ON1N=NC2C=CC=NC1=2)=[N+](C)C)C.F[P-](F)(F)(F)(F)F.C(N(CC)CC)C.[S:55]1[C:64]2[CH2:63][CH2:62][NH:61][CH2:60][CH2:59][C:58]=2[N:57]=[CH:56]1, predict the reaction product. The product is: [F:1][C:2]1[CH:3]=[CH:4][C:5]([C:8]2[N:12]=[C:11]([C:13]3[CH:18]=[CH:17][C:16]([F:19])=[CH:15][CH:14]=3)[N:10]([CH2:20][C:21]([N:61]3[CH2:62][CH2:63][C:64]4[S:55][CH:56]=[N:57][C:58]=4[CH2:59][CH2:60]3)=[O:23])[N:9]=2)=[CH:6][CH:7]=1. (2) The product is: [OH:32][C:29]1[CH:30]=[CH:31][C:26]([S:25][C:2]2[CH:7]=[CH:6][C:5]([NH:8][C:9]([C:11]3[S:12][CH:13]=[CH:14][CH:15]=3)=[O:10])=[CH:4][C:3]=2[N+:16]([O-:18])=[O:17])=[CH:27][CH:28]=1. Given the reactants F[C:2]1[CH:7]=[CH:6][C:5]([NH:8][C:9]([C:11]2[S:12][CH:13]=[CH:14][CH:15]=2)=[O:10])=[CH:4][C:3]=1[N+:16]([O-:18])=[O:17].C([O-])([O-])=O.[K+].[K+].[SH:25][C:26]1[CH:31]=[CH:30][C:29]([OH:32])=[CH:28][CH:27]=1, predict the reaction product.